This data is from Catalyst prediction with 721,799 reactions and 888 catalyst types from USPTO. The task is: Predict which catalyst facilitates the given reaction. (1) Product: [C:10]([O:9][C:7]([N:5]1[CH2:6][C:2]([F:1])([F:18])[CH2:3][C@@H:4]1[C:14]([OH:16])=[O:15])=[O:8])([CH3:13])([CH3:11])[CH3:12]. The catalyst class is: 24. Reactant: [F:1][C:2]1([F:18])[CH2:6][N:5]([C:7]([O:9][C:10]([CH3:13])([CH3:12])[CH3:11])=[O:8])[C@@H:4]([C:14]([O:16]C)=[O:15])[CH2:3]1.[OH-].[K+]. (2) Reactant: [CH3:1][CH2:2][C@@:3]1([OH:28])[C:8](=[O:9])[O:7][CH2:6][C:5]2[C:10]([N:12]3[C:16](=[CH:17][C:4]1=2)[C:15]1[N:18]=[C:19]2[C:24](=[CH:25][C:14]=1[CH2:13]3)[C:23]([O:26]C)=[CH:22][CH:21]=[CH:20]2)=[O:11]. Product: [CH3:1][CH2:2][C@@:3]1([OH:28])[C:8](=[O:9])[O:7][CH2:6][C:5]2[C:10]([N:12]3[C:16](=[CH:17][C:4]1=2)[C:15]1[NH:18][C:19]2[C:24](=[CH:25][C:14]=1[CH2:13]3)[C:23](=[O:26])[CH:22]=[CH:21][CH:20]=2)=[O:11]. The catalyst class is: 201.